This data is from Reaction yield outcomes from USPTO patents with 853,638 reactions. The task is: Predict the reaction yield, written as a fraction of the theoretical maximum amount of product (1.0 means a 100% yield; for example, 0.34 means a 34% yield). (1) The reactants are [C:1]([OH:4])(=[O:3])[CH3:2].Br[C:6]1[CH:7]=[C:8]([C:12]2([CH:22]3[CH2:24][CH2:23]3)[C:20]3[C:15](=[CH:16][CH:17]=[CH:18][CH:19]=3)[C:14]([NH2:21])=[N:13]2)[CH:9]=[CH:10][CH:11]=1.[CH3:25][O:26][C:27]1[CH:34]=[CH:33][C:30]([C:31]#[N:32])=[C:29](B2OC(C)(C)C(C)(C)O2)[CH:28]=1. No catalyst specified. The product is [C:1]([OH:4])(=[O:3])[CH3:2].[NH2:21][C:14]1[C:15]2[C:20](=[CH:19][CH:18]=[CH:17][CH:16]=2)[C:12]([C:8]2[CH:7]=[C:6]([C:33]3[C:30]([C:31]#[N:32])=[CH:29][CH:28]=[C:27]([O:26][CH3:25])[CH:34]=3)[CH:11]=[CH:10][CH:9]=2)([CH:22]2[CH2:23][CH2:24]2)[N:13]=1. The yield is 0.510. (2) The reactants are [CH3:13][C:12]([O:11][C:9](O[C:9]([O:11][C:12]([CH3:15])([CH3:14])[CH3:13])=[O:10])=[O:10])([CH3:15])[CH3:14].[Br:16][C:17]1[CH:18]=[C:19]([N:24]2[CH2:29][CH2:28][NH:27][CH2:26][CH2:25]2)[CH:20]=[C:21]([F:23])[CH:22]=1. The catalyst is CC#N. The product is [Br:16][C:17]1[CH:18]=[C:19]([N:24]2[CH2:29][CH2:28][N:27]([C:9]([O:11][C:12]([CH3:13])([CH3:14])[CH3:15])=[O:10])[CH2:26][CH2:25]2)[CH:20]=[C:21]([F:23])[CH:22]=1. The yield is 1.00. (3) The reactants are [F:1][C:2]1[CH:7]=[CH:6][CH:5]=[C:4]([F:8])[C:3]=1[N:9]1[C:14]2[N:15]=[C:16](S(C)=O)[N:17]=[C:18]([C:19]3[CH:20]=[C:21]([CH:28]=[CH:29][C:30]=3[CH3:31])[C:22]([NH:24][CH2:25][CH2:26][CH3:27])=[O:23])[C:13]=2[CH2:12][NH:11][C:10]1=[O:35].[CH2:36]([N:40]([CH2:45][CH2:46][CH2:47][CH3:48])[CH2:41][CH2:42][CH2:43][NH2:44])[CH2:37][CH2:38][CH3:39]. The catalyst is C(Cl)Cl. The product is [CH2:36]([N:40]([CH2:45][CH2:46][CH2:47][CH3:48])[CH2:41][CH2:42][CH2:43][NH:44][C:16]1[N:17]=[C:18]([C:19]2[CH:20]=[C:21]([CH:28]=[CH:29][C:30]=2[CH3:31])[C:22]([NH:24][CH2:25][CH2:26][CH3:27])=[O:23])[C:13]2[CH2:12][NH:11][C:10](=[O:35])[N:9]([C:3]3[C:2]([F:1])=[CH:7][CH:6]=[CH:5][C:4]=3[F:8])[C:14]=2[N:15]=1)[CH2:37][CH2:38][CH3:39]. The yield is 0.830. (4) The reactants are [NH2:1][C:2]1[CH:3]=[CH:4][C:5]([CH3:21])=[C:6]([C:8]2[CH:13]=[CH:12][C:11]([C:14]([NH:16][CH2:17][CH:18]3[CH2:20][CH2:19]3)=[O:15])=[CH:10][CH:9]=2)[CH:7]=1.[Cl:22][C:23]1[CH:28]=[CH:27][C:26]([C:29]2[O:33][C:32]([C:34](O)=[O:35])=[CH:31][CH:30]=2)=[CH:25][CH:24]=1. The catalyst is C1COCC1. The product is [Cl:22][C:23]1[CH:28]=[CH:27][C:26]([C:29]2[O:33][C:32]([C:34]([NH:1][C:2]3[CH:7]=[C:6]([C:8]4[CH:13]=[CH:12][C:11]([C:14]([NH:16][CH2:17][CH:18]5[CH2:20][CH2:19]5)=[O:15])=[CH:10][CH:9]=4)[C:5]([CH3:21])=[CH:4][CH:3]=3)=[O:35])=[CH:31][CH:30]=2)=[CH:25][CH:24]=1. The yield is 0.110. (5) The reactants are [CH2:1]([C@@H:5]1[NH:10][CH2:9][C@H:8]([CH2:11][CH:12]([CH3:14])[CH3:13])[NH:7][C:6]1=[O:15])[CH:2]([CH3:4])[CH3:3].[F:16][C:17]1[CH:18]=[C:19]2[C:27](=[CH:28][CH:29]=1)[C:26]1[O:25][N:24]=[C:23]([C:30](O)=[O:31])[C:22]=1[CH2:21][CH2:20]2.C([C@@H]1N(C([C@@H]2C[C@H]2C2C=CC=CC=2)=O)C[C@H](CC(C)C)NC1=O)C(C)C. No catalyst specified. The product is [CH2:1]([C@@H:5]1[N:10]([C:30]([C:23]2[C:22]3[CH2:21][CH2:20][C:19]4[C:27]([C:26]=3[O:25][N:24]=2)=[CH:28][CH:29]=[C:17]([F:16])[CH:18]=4)=[O:31])[CH2:9][C@H:8]([CH2:11][CH:12]([CH3:14])[CH3:13])[NH:7][C:6]1=[O:15])[CH:2]([CH3:4])[CH3:3]. The yield is 0.632. (6) The reactants are Cl[C:2]1[C:7]([C:8]#[N:9])=[CH:6][N:5]=[C:4]([S:10][CH3:11])[N:3]=1.[NH2:12][C@@H:13]1[CH2:18][CH2:17][C@H:16]([OH:19])[C:15]([CH3:21])([CH3:20])[CH2:14]1.CCN(C(C)C)C(C)C. The catalyst is C(O)(C)C. The product is [OH:19][C@H:16]1[CH2:17][CH2:18][C@@H:13]([NH:12][C:2]2[C:7]([C:8]#[N:9])=[CH:6][N:5]=[C:4]([S:10][CH3:11])[N:3]=2)[CH2:14][C:15]1([CH3:21])[CH3:20]. The yield is 0.720. (7) The reactants are Br[CH2:2][CH:3]=[CH:4][C:5]([N:7]1[CH2:19][C:18]2[S:17][C:16]3[N:15]=[CH:14][N:13]=[C:12]([NH:20][C:21]4[CH:26]=[CH:25][C:24]([F:27])=[C:23]([Cl:28])[CH:22]=4)[C:11]=3[C:10]=2[CH2:9][CH2:8]1)=[O:6].[CH3:29][NH:30][CH3:31].CO.ClCCl. The catalyst is ClCCl. The product is [Cl:28][C:23]1[CH:22]=[C:21]([NH:20][C:12]2[C:11]3[C:10]4[CH2:9][CH2:8][N:7]([C:5](=[O:6])/[CH:4]=[CH:3]/[CH2:2][N:30]([CH3:31])[CH3:29])[CH2:19][C:18]=4[S:17][C:16]=3[N:15]=[CH:14][N:13]=2)[CH:26]=[CH:25][C:24]=1[F:27]. The yield is 0.230.